Dataset: Reaction yield outcomes from USPTO patents with 853,638 reactions. Task: Predict the reaction yield, written as a fraction of the theoretical maximum amount of product (1.0 means a 100% yield; for example, 0.34 means a 34% yield). The catalyst is C(Cl)(Cl)Cl. The yield is 0.280. The product is [Br:9][C:10]1[CH:17]=[CH:16][CH:15]=[CH:14][C:11]=1[CH2:12][N:13]1[C:29](=[O:30])[CH2:28][C:27](=[O:32])[N:5]([C:1]([CH3:4])([CH3:3])[CH3:2])[C:6]1=[O:7]. The reactants are [C:1]([N:5]=[C:6]=[O:7])([CH3:4])([CH3:3])[CH3:2].Cl.[Br:9][C:10]1[CH:17]=[CH:16][CH:15]=[CH:14][C:11]=1[CH2:12][NH2:13].C(N(C(C)C)CC)(C)C.[C:27](Cl)(=[O:32])[CH2:28][C:29](Cl)=[O:30].